Dataset: Catalyst prediction with 721,799 reactions and 888 catalyst types from USPTO. Task: Predict which catalyst facilitates the given reaction. (1) Reactant: [CH2:1]([O:5][C:6]1[CH:11]=[CH:10][C:9]([C:12]2[C:13]([NH2:18])=[N:14][CH:15]=[CH:16][CH:17]=2)=[CH:8][CH:7]=1)[CH2:2][CH2:3][CH3:4].[H-].[Na+].Cl[CH2:22][CH2:23][S:24](Cl)(=[O:26])=[O:25].O. Product: [CH2:1]([O:5][C:6]1[CH:11]=[CH:10][C:9]([C:12]2[C:13]3=[N:18][S:24](=[O:26])(=[O:25])[CH2:23][CH2:22][N:14]3[CH:15]=[CH:16][CH:17]=2)=[CH:8][CH:7]=1)[CH2:2][CH2:3][CH3:4]. The catalyst class is: 134. (2) Reactant: [H-].[Na+].[CH3:3][N:4]1[CH2:8][CH2:7][NH:6][C:5]1=[O:9].Br[CH2:11][CH2:12][CH2:13][NH:14][C:15](=[O:21])[O:16][C:17]([CH3:20])([CH3:19])[CH3:18]. Product: [C:17]([O:16][C:15](=[O:21])[NH:14][CH2:13][CH2:12][CH2:11][N:6]1[CH2:7][CH2:8][N:4]([CH3:3])[C:5]1=[O:9])([CH3:20])([CH3:19])[CH3:18]. The catalyst class is: 1. (3) The catalyst class is: 431. Reactant: FC(F)(F)S(O[C:7]1[CH:12]=[CH:11][C:10]([C:13](=[O:17])[CH:14]([F:16])[F:15])=[C:9]([F:18])[CH:8]=1)(=O)=O.[B:21]1([B:21]2[O:25][C:24]([CH3:27])([CH3:26])[C:23]([CH3:29])([CH3:28])[O:22]2)[O:25][C:24]([CH3:27])([CH3:26])[C:23]([CH3:29])([CH3:28])[O:22]1.CC([O-])=O.[K+]. Product: [F:16][CH:14]([F:15])[C:13]([C:10]1[CH:11]=[CH:12][C:7]([B:21]2[O:25][C:24]([CH3:27])([CH3:26])[C:23]([CH3:29])([CH3:28])[O:22]2)=[CH:8][C:9]=1[F:18])=[O:17]. (4) Reactant: [Cl:1][C:2]1[CH:3]=[C:4]([CH:18]=[CH:19][C:20]=1[Cl:21])[CH2:5][N:6]1[CH2:11][CH2:10][CH:9]([CH2:12][C:13](=O)[CH:14]([CH3:16])[CH3:15])[CH2:8][CH2:7]1.C([O-])(=O)C.[NH4+].C([BH3-])#[N:28].[Na+].Cl. Product: [Cl:1][C:2]1[CH:3]=[C:4]([CH:18]=[CH:19][C:20]=1[Cl:21])[CH2:5][N:6]1[CH2:11][CH2:10][CH:9]([CH2:12][CH:13]([NH2:28])[CH:14]([CH3:16])[CH3:15])[CH2:8][CH2:7]1. The catalyst class is: 5. (5) Reactant: [Br:1][C:2]1[CH:3]=[CH:4][C:5]([CH2:8][CH2:9][C:10]([OH:12])=O)=[N:6][CH:7]=1.Cl.[CH3:14][NH:15][CH3:16].CN(C(ON1N=NC2C=CC=NC1=2)=[N+](C)C)C.F[P-](F)(F)(F)(F)F.CCN(C(C)C)C(C)C. Product: [Br:1][C:2]1[CH:3]=[CH:4][C:5]([CH2:8][CH2:9][C:10]([N:15]([CH3:16])[CH3:14])=[O:12])=[N:6][CH:7]=1. The catalyst class is: 232. (6) Reactant: [NH2:1][C@@:2]1([C:11]2[CH:16]=[CH:15][CH:14]=[CH:13][C:12]=2[F:17])[CH2:6][C@@H:5]([O:7][CH3:8])[CH2:4][C@H:3]1[CH2:9][OH:10].[C:18]1([CH2:31][O:32][C:33]([N:35]=[C:36]=[S:37])=[O:34])[C:30]2[CH2:29][C:28]3[C:23](=[CH:24][CH:25]=[CH:26][CH:27]=3)[C:22]=2[CH:21]=[CH:20][CH:19]=1. Product: [CH:26]1[C:27]2[CH:18]([CH2:31][O:32][C:33](=[O:34])[NH:35][C:36]([NH:1][C@@:2]3([C:11]4[CH:16]=[CH:15][CH:14]=[CH:13][C:12]=4[F:17])[CH2:6][C@@H:5]([O:7][CH3:8])[CH2:4][C@H:3]3[CH2:9][OH:10])=[S:37])[C:30]3[C:29](=[CH:19][CH:20]=[CH:21][CH:22]=3)[C:28]=2[CH:23]=[CH:24][CH:25]=1. The catalyst class is: 4. (7) Reactant: [N:1]1[C:8]([Cl:9])=[N:7][C:5]([Cl:6])=[N:4][C:2]=1Cl.[C:10]([Mg]Cl)([CH3:13])([CH3:12])[CH3:11].[NH4+].[Cl-]. Product: [C:10]([C:2]1[N:4]=[C:5]([Cl:6])[N:7]=[C:8]([Cl:9])[N:1]=1)([CH3:13])([CH3:12])[CH3:11]. The catalyst class is: 356. (8) Reactant: [H-].[Na+].[CH2:3]([O:10][C:11]1[CH:19]=[C:18]2[C:14]([CH:15]=[CH:16][NH:17]2)=[CH:13][CH:12]=1)[C:4]1[CH:9]=[CH:8][CH:7]=[CH:6][CH:5]=1.[CH2:20]1[O:23][CH:21]1[CH3:22].OP([O-])(O)=O.[K+]. Product: [CH2:3]([O:10][C:11]1[CH:19]=[C:18]2[C:14]([CH:15]=[CH:16][N:17]2[CH2:20][CH:21]([OH:23])[CH3:22])=[CH:13][CH:12]=1)[C:4]1[CH:5]=[CH:6][CH:7]=[CH:8][CH:9]=1. The catalyst class is: 56. (9) The catalyst class is: 4. Reactant: Cl[C:2]1[C:11]2[C:6](=[C:7]([Br:12])[CH:8]=[CH:9][CH:10]=2)[CH:5]=[CH:4][N:3]=1.[CH3:13][C:14]1[C:19]([O:20][C:21]2[N:26]=[CH:25][C:24]([NH2:27])=[CH:23][CH:22]=2)=[CH:18][CH:17]=[CH:16][N:15]=1.C(=O)([O-])[O-].[K+].[K+]. Product: [Br:12][C:7]1[CH:8]=[CH:9][CH:10]=[C:11]2[C:6]=1[CH:5]=[CH:4][N:3]=[C:2]2[NH:27][C:24]1[CH:25]=[N:26][C:21]([O:20][C:19]2[C:14]([CH3:13])=[N:15][CH:16]=[CH:17][CH:18]=2)=[CH:22][CH:23]=1. (10) Reactant: [CH3:1][O:2][C:3](=[O:17])[CH:4]([C:9]1[CH:14]=[C:13]([S:15][CH3:16])[N:12]=[CH:11][N:10]=1)C(OC)=O.C[O-].[Na+].Cl. Product: [CH3:1][O:2][C:3](=[O:17])[CH2:4][C:9]1[CH:14]=[C:13]([S:15][CH3:16])[N:12]=[CH:11][N:10]=1. The catalyst class is: 5.